This data is from Peptide-MHC class I binding affinity with 185,985 pairs from IEDB/IMGT. The task is: Regression. Given a peptide amino acid sequence and an MHC pseudo amino acid sequence, predict their binding affinity value. This is MHC class I binding data. The peptide sequence is KTAVQMAVF. The MHC is HLA-B53:01 with pseudo-sequence HLA-B53:01. The binding affinity (normalized) is 0.